From a dataset of Forward reaction prediction with 1.9M reactions from USPTO patents (1976-2016). Predict the product of the given reaction. Given the reactants [C:1]([OH:12])(=O)/[CH:2]=[CH:3]/[CH2:4][CH2:5][CH2:6][CH2:7][CH2:8][CH2:9][CH3:10].[CH2:13]([NH2:17])[CH:14]([CH3:16])[CH3:15], predict the reaction product. The product is: [CH2:13]([NH:17][C:1](=[O:12])/[CH:2]=[CH:3]/[CH2:4][CH2:5][CH2:6][CH2:7][CH2:8][CH2:9][CH3:10])[CH:14]([CH3:16])[CH3:15].